Dataset: Forward reaction prediction with 1.9M reactions from USPTO patents (1976-2016). Task: Predict the product of the given reaction. (1) Given the reactants [C:1]([C:3]1[CH:4]=[CH:5][C:6]2[C:7]3[C:8](=[C:21]([NH:32][CH:33]4[CH2:38][CH2:37][N:36]([S:39]([NH2:42])(=[O:41])=[O:40])[CH2:35][CH2:34]4)[N:22](COCC[Si](C)(C)C)[N:23]=3)[N:9]=[C:10]([C:13]3[C:18]([F:19])=[CH:17][CH:16]=[CH:15][C:14]=3[F:20])[C:11]=2[CH:12]=1)#[N:2].S(=O)(=O)(O)[OH:44].N, predict the reaction product. The product is: [F:20][C:14]1[CH:15]=[CH:16][CH:17]=[C:18]([F:19])[C:13]=1[C:10]1[C:11]2[CH:12]=[C:3]([C:1]([NH2:2])=[O:44])[CH:4]=[CH:5][C:6]=2[C:7]2=[N:23][NH:22][C:21]([NH:32][CH:33]3[CH2:34][CH2:35][N:36]([S:39](=[O:41])(=[O:40])[NH2:42])[CH2:37][CH2:38]3)=[C:8]2[N:9]=1. (2) Given the reactants [C:1]([O:4][C:5]1([C:8]([OH:10])=O)[CH2:7][CH2:6]1)(=[O:3])[CH3:2].O1CCCC1.C(Cl)(=O)C(Cl)=O.Cl.[NH2:23][C:24]1[N:25]=[C:26]2[CH:31]=[CH:30][C:29]([O:32][C:33]3[CH:34]=[CH:35][C:36]([CH3:49])=[C:37]([NH:39][C:40]([C:42]4[N:46]([CH3:47])[N:45]=[C:44]([CH3:48])[CH:43]=4)=[O:41])[CH:38]=3)=[N:28][N:27]2[CH:50]=1, predict the reaction product. The product is: [C:1]([O:4][C:5]1([C:8]([NH:23][C:24]2[N:25]=[C:26]3[CH:31]=[CH:30][C:29]([O:32][C:33]4[CH:34]=[CH:35][C:36]([CH3:49])=[C:37]([NH:39][C:40]([C:42]5[N:46]([CH3:47])[N:45]=[C:44]([CH3:48])[CH:43]=5)=[O:41])[CH:38]=4)=[N:28][N:27]3[CH:50]=2)=[O:10])[CH2:6][CH2:7]1)(=[O:3])[CH3:2].